Dataset: Forward reaction prediction with 1.9M reactions from USPTO patents (1976-2016). Task: Predict the product of the given reaction. (1) Given the reactants Cl.Cl.[F:3][C:4]([F:25])([F:24])[C:5]([C:11]1[CH:12]=[N:13][C:14]([N:17]2[CH2:22][CH2:21][NH:20][CH2:19][C@@H:18]2[CH3:23])=[N:15][CH:16]=1)([OH:10])[C:6]([F:9])([F:8])[F:7].C(Cl)Cl.C(N(CC)CC)C.[Br:36][C:37]1[S:41][C:40]([S:42](Cl)(=[O:44])=[O:43])=[CH:39][CH:38]=1, predict the reaction product. The product is: [Br:36][C:37]1[S:41][C:40]([S:42]([N:20]2[CH2:21][CH2:22][N:17]([C:14]3[N:15]=[CH:16][C:11]([C:5]([OH:10])([C:6]([F:9])([F:8])[F:7])[C:4]([F:3])([F:24])[F:25])=[CH:12][N:13]=3)[C@@H:18]([CH3:23])[CH2:19]2)(=[O:44])=[O:43])=[CH:39][CH:38]=1. (2) Given the reactants C(Cl)(=O)C(Cl)=O.CS(C)=O.[C:11]([O:15][C:16](=[O:21])[NH:17][CH2:18][CH2:19][OH:20])([CH3:14])([CH3:13])[CH3:12].CCN(CC)CC, predict the reaction product. The product is: [C:11]([O:15][C:16](=[O:21])[NH:17][CH2:18][CH:19]=[O:20])([CH3:14])([CH3:12])[CH3:13]. (3) Given the reactants [O:1]=[C:2]([C:14]1[CH:19]=[C:18]([O:20][CH3:21])[C:17]([O:22][CH3:23])=[C:16]([O:24][CH3:25])[CH:15]=1)[CH:3]=[C:4]([C:6]1[CH:13]=[CH:12][C:9](C=O)=[CH:8][CH:7]=1)[CH3:5].CN1CCC(=C2[C:41]3[N:42]=[CH:43]C=[CH:45][C:40]=3[CH2:39]CC3C=CC=CC2=3)CC1.[CH:48](=[O:55])C1C=CC=CC=1.Cl.N(CC(O)=[O:61])C, predict the reaction product. The product is: [CH3:48][O:55][C:39]([CH:40]1[CH2:45][N:42]([CH2:43][C:9]2[CH:12]=[CH:13][C:6]([C:4](=[CH:3][C:2](=[O:1])[C:14]3[CH:15]=[C:16]([O:24][CH3:25])[C:17]([O:22][CH3:23])=[C:18]([O:20][CH3:21])[CH:19]=3)[CH3:5])=[CH:7][CH:8]=2)[CH2:41]1)=[O:61].